From a dataset of Catalyst prediction with 721,799 reactions and 888 catalyst types from USPTO. Predict which catalyst facilitates the given reaction. (1) Reactant: [CH3:1][NH:2][C:3]([C:5]1[C:6]([CH3:11])=[CH:7][CH:8]=[CH:9][CH:10]=1)=O.[C:12]([C:14]1[CH:19]=[CH:18][N:17]=[C:16]([O:20][CH3:21])[CH:15]=1)#[N:13].P(Cl)(Cl)(Cl)=O.[CH2:27]([N:29]1[CH2:34]CN[CH2:31][CH2:30]1)[CH3:28]. Product: [CH2:27]([N:29]1[CH2:30][CH2:31][N:2]([C:3]2[C:5]3[C:6](=[CH:7][CH:8]=[CH:9][CH:10]=3)[CH:11]=[C:12]([C:14]3[CH:19]=[CH:18][N:17]=[C:16]([O:20][CH3:21])[CH:15]=3)[N:13]=2)[CH2:1][CH2:34]1)[CH3:28]. The catalyst class is: 61. (2) Reactant: [F:1][CH:2]([F:31])[C:3]1[N:7]([C:8]2[CH:13]=[C:12]([N:14]3[CH2:19][CH2:18][O:17][CH2:16][CH2:15]3)[N:11]=[C:10]([NH:20][CH:21]3[CH2:26][CH2:25][NH:24][CH2:23][CH2:22]3)[N:9]=2)[C:6]2[CH:27]=[CH:28][CH:29]=[CH:30][C:5]=2[N:4]=1.[CH3:32][N:33]([CH3:38])[CH2:34][C:35](O)=[O:36].ON1C2C=CC=CC=2N=N1.Cl.CN(C)CCCN=C=NCC. Product: [F:31][CH:2]([F:1])[C:3]1[N:7]([C:8]2[CH:13]=[C:12]([N:14]3[CH2:19][CH2:18][O:17][CH2:16][CH2:15]3)[N:11]=[C:10]([NH:20][CH:21]3[CH2:26][CH2:25][N:24]([C:35](=[O:36])[CH2:34][N:33]([CH3:38])[CH3:32])[CH2:23][CH2:22]3)[N:9]=2)[C:6]2[CH:27]=[CH:28][CH:29]=[CH:30][C:5]=2[N:4]=1. The catalyst class is: 145. (3) Reactant: [CH3:1][C@@H:2]1[N:7]([C:8]2[C:9]3[CH2:24][CH2:23][N:22]([C:25]4[N:30]=[CH:29][CH:28]=[CH:27][N:26]=4)[CH2:21][C:10]=3[N:11]=[C:12]([C:14]3[CH:20]=[CH:19][C:17]([NH2:18])=[CH:16][CH:15]=3)[N:13]=2)[CH2:6][CH2:5][O:4][CH2:3]1.[O:31]1[CH2:36]COCC1.C(N(CC)CC)C.C(Cl)(Cl)=O.[F:48][CH2:49][CH2:50][NH2:51]. Product: [F:48][CH2:49][CH2:50][NH:51][C:36]([NH:18][C:17]1[CH:19]=[CH:20][C:14]([C:12]2[N:13]=[C:8]([N:7]3[CH2:6][CH2:5][O:4][CH2:3][C@@H:2]3[CH3:1])[C:9]3[CH2:24][CH2:23][N:22]([C:25]4[N:26]=[CH:27][CH:28]=[CH:29][N:30]=4)[CH2:21][C:10]=3[N:11]=2)=[CH:15][CH:16]=1)=[O:31]. The catalyst class is: 11. (4) Product: [C:25]1([CH3:35])[CH:30]=[CH:29][C:28]([S:31]([O:1][CH:2]([C:15]2[CH:16]=[CH:17][C:18]([C:21]([CH3:24])([CH3:23])[CH3:22])=[CH:19][CH:20]=2)[CH2:3][O:4][C:5]2[C:14]3[C:9](=[CH:10][CH:11]=[CH:12][CH:13]=3)[N:8]=[CH:7][N:6]=2)(=[O:33])=[O:32])=[CH:27][CH:26]=1. The catalyst class is: 300. Reactant: [OH:1][CH:2]([C:15]1[CH:20]=[CH:19][C:18]([C:21]([CH3:24])([CH3:23])[CH3:22])=[CH:17][CH:16]=1)[CH2:3][O:4][C:5]1[C:14]2[C:9](=[CH:10][CH:11]=[CH:12][CH:13]=2)[N:8]=[CH:7][N:6]=1.[C:25]1([CH3:35])[CH:30]=[CH:29][C:28]([S:31](Cl)(=[O:33])=[O:32])=[CH:27][CH:26]=1. (5) Reactant: [F:1][C:2]1[CH:3]=[C:4]([S:9]([C:12]2[CH:13]=[C:14]3[C:18](=[CH:19][CH:20]=2)[NH:17][N:16]=[C:15]3[NH:21][C:22](=[O:49])[C:23]2[CH:28]=[CH:27][C:26]([N:29]3[CH2:34][CH2:33][N:32]([CH3:35])[CH2:31][CH2:30]3)=[CH:25][C:24]=2[N:36]([CH:43]2[CH2:48][CH2:47][O:46][CH2:45][CH2:44]2)C(=O)C(F)(F)F)(=[O:11])=[O:10])[CH:5]=[C:6]([F:8])[CH:7]=1.C(N(CC)CC)C. Product: [F:1][C:2]1[CH:3]=[C:4]([S:9]([C:12]2[CH:13]=[C:14]3[C:18](=[CH:19][CH:20]=2)[NH:17][N:16]=[C:15]3[NH:21][C:22](=[O:49])[C:23]2[CH:28]=[CH:27][C:26]([N:29]3[CH2:30][CH2:31][N:32]([CH3:35])[CH2:33][CH2:34]3)=[CH:25][C:24]=2[NH:36][CH:43]2[CH2:48][CH2:47][O:46][CH2:45][CH2:44]2)(=[O:10])=[O:11])[CH:5]=[C:6]([F:8])[CH:7]=1. The catalyst class is: 5. (6) Reactant: [CH3:1][NH2:2].O1CCCC1.[CH:8]([C:10]1[CH:11]=[C:12]([CH:20]=[C:21]([C:23]([F:26])([F:25])[F:24])[CH:22]=1)[C:13]([O:15][C:16]([CH3:19])([CH3:18])[CH3:17])=[O:14])=O.C(O[BH-](OC(=O)C)OC(=O)C)(=O)C.[Na+]. Product: [CH3:1][NH:2][CH2:8][C:10]1[CH:11]=[C:12]([CH:20]=[C:21]([C:23]([F:26])([F:25])[F:24])[CH:22]=1)[C:13]([O:15][C:16]([CH3:19])([CH3:18])[CH3:17])=[O:14]. The catalyst class is: 754. (7) Reactant: FC(F)(F)C(O)=O.C(OC([N:15]1[CH2:40][CH2:39][C:18]2([N:22]=[C:21]([C:23]3[CH:28]=[C:27]([C:29]([F:32])([F:31])[F:30])[CH:26]=[C:25]([O:33][CH2:34][CH2:35][CH:36]=[CH2:37])[CH:24]=3)[NH:20][C:19]2=[O:38])[CH2:17][CH2:16]1)=O)(C)(C)C. Product: [CH2:34]([O:33][C:25]1[CH:24]=[C:23]([C:21]2[NH:20][C:19](=[O:38])[C:18]3([CH2:39][CH2:40][NH:15][CH2:16][CH2:17]3)[N:22]=2)[CH:28]=[C:27]([C:29]([F:31])([F:30])[F:32])[CH:26]=1)[CH2:35][CH:36]=[CH2:37]. The catalyst class is: 2. (8) Reactant: [NH2:1][C:2]1[CH:3]=[C:4]([CH:8]=[CH:9][C:10]=1[CH2:11][C:12]1[CH:17]=[CH:16][CH:15]=[CH:14][C:13]=1[C:18]([OH:20])=O)[C:5]([OH:7])=[O:6].C(N1C=CN=C1)(N1C=CN=C1)=O.Cl.O. Product: [O:20]=[C:18]1[NH:1][C:2]2[CH:3]=[C:4]([C:5]([OH:7])=[O:6])[CH:8]=[CH:9][C:10]=2[CH2:11][C:12]2[CH:17]=[CH:16][CH:15]=[CH:14][C:13]1=2. The catalyst class is: 1. (9) Reactant: [CH:1]1([NH2:7])[CH2:6][CH2:5][CH2:4][CH2:3][CH2:2]1.[CH3:8][O:9][C:10]([C:12]1[CH:13]=[C:14]([CH3:35])[C:15]2[O:21][C:20]3[C:22]([Cl:31])=[CH:23][C:24]([NH:26][C:27](=[O:30])[CH2:28]Cl)=[CH:25][C:19]=3[CH2:18][S:17](=[O:33])(=[O:32])[C:16]=2[CH:34]=1)=[O:11]. Product: [CH3:8][O:9][C:10]([C:12]1[CH:13]=[C:14]([CH3:35])[C:15]2[O:21][C:20]3[C:22]([Cl:31])=[CH:23][C:24]([NH:26][C:27](=[O:30])[CH2:28][NH:7][CH:1]4[CH2:6][CH2:5][CH2:4][CH2:3][CH2:2]4)=[CH:25][C:19]=3[CH2:18][S:17](=[O:33])(=[O:32])[C:16]=2[CH:34]=1)=[O:11]. The catalyst class is: 3. (10) Reactant: C(O)(=O)C.NN.C([O:10][C@@H:11]1[O:28][C@H:27]([CH2:29][O:30][C:31](=[O:33])[CH3:32])[C@H:22]([O:23][C:24](=[O:26])[CH3:25])[C@H:17]([O:18][C:19](=[O:21])[CH3:20])[C@H:12]1[O:13][C:14](=[O:16])[CH3:15])(=O)C. Product: [C:14]([O:13][C@@H:12]1[C@@H:17]([O:18][C:19](=[O:21])[CH3:20])[C@@H:22]([O:23][C:24](=[O:26])[CH3:25])[C@@H:27]([CH2:29][O:30][C:31](=[O:33])[CH3:32])[O:28][CH:11]1[OH:10])(=[O:16])[CH3:15]. The catalyst class is: 1.